This data is from NCI-60 drug combinations with 297,098 pairs across 59 cell lines. The task is: Regression. Given two drug SMILES strings and cell line genomic features, predict the synergy score measuring deviation from expected non-interaction effect. (1) Drug 1: C1CCC(C1)C(CC#N)N2C=C(C=N2)C3=C4C=CNC4=NC=N3. Drug 2: C#CCC(CC1=CN=C2C(=N1)C(=NC(=N2)N)N)C3=CC=C(C=C3)C(=O)NC(CCC(=O)O)C(=O)O. Cell line: A498. Synergy scores: CSS=0.402, Synergy_ZIP=-1.54, Synergy_Bliss=-2.22, Synergy_Loewe=-5.46, Synergy_HSA=-3.13. (2) Drug 1: CC(C1=C(C=CC(=C1Cl)F)Cl)OC2=C(N=CC(=C2)C3=CN(N=C3)C4CCNCC4)N. Drug 2: C1=CN(C(=O)N=C1N)C2C(C(C(O2)CO)O)O.Cl. Cell line: MOLT-4. Synergy scores: CSS=82.0, Synergy_ZIP=0.655, Synergy_Bliss=0.259, Synergy_Loewe=-4.22, Synergy_HSA=0.606. (3) Drug 1: CC1=C(C=C(C=C1)NC2=NC=CC(=N2)N(C)C3=CC4=NN(C(=C4C=C3)C)C)S(=O)(=O)N.Cl. Drug 2: C1=CC(=CC=C1CCC2=CNC3=C2C(=O)NC(=N3)N)C(=O)NC(CCC(=O)O)C(=O)O. Cell line: SR. Synergy scores: CSS=28.7, Synergy_ZIP=-3.75, Synergy_Bliss=-7.28, Synergy_Loewe=-13.4, Synergy_HSA=-5.18. (4) Drug 1: CCN(CC)CCNC(=O)C1=C(NC(=C1C)C=C2C3=C(C=CC(=C3)F)NC2=O)C. Drug 2: C1CN(CCN1C(=O)CCBr)C(=O)CCBr. Cell line: HCC-2998. Synergy scores: CSS=15.2, Synergy_ZIP=-5.16, Synergy_Bliss=-0.673, Synergy_Loewe=-3.03, Synergy_HSA=-2.33. (5) Drug 1: CC1=C(C(CCC1)(C)C)C=CC(=CC=CC(=CC(=O)O)C)C. Drug 2: CC(C)NC(=O)C1=CC=C(C=C1)CNNC.Cl. Cell line: K-562. Synergy scores: CSS=9.21, Synergy_ZIP=-0.661, Synergy_Bliss=3.31, Synergy_Loewe=-1.13, Synergy_HSA=1.34. (6) Drug 1: C1=CC(=C2C(=C1NCCNCCO)C(=O)C3=C(C=CC(=C3C2=O)O)O)NCCNCCO. Drug 2: CCCCCOC(=O)NC1=NC(=O)N(C=C1F)C2C(C(C(O2)C)O)O. Cell line: UACC62. Synergy scores: CSS=42.9, Synergy_ZIP=1.68, Synergy_Bliss=0.622, Synergy_Loewe=-39.3, Synergy_HSA=0.634. (7) Drug 1: CN1CCC(CC1)COC2=C(C=C3C(=C2)N=CN=C3NC4=C(C=C(C=C4)Br)F)OC. Drug 2: CCC1=C2CN3C(=CC4=C(C3=O)COC(=O)C4(CC)O)C2=NC5=C1C=C(C=C5)O. Cell line: SNB-75. Synergy scores: CSS=23.7, Synergy_ZIP=-2.31, Synergy_Bliss=1.73, Synergy_Loewe=-20.0, Synergy_HSA=2.22. (8) Drug 1: CCC1=CC2CC(C3=C(CN(C2)C1)C4=CC=CC=C4N3)(C5=C(C=C6C(=C5)C78CCN9C7C(C=CC9)(C(C(C8N6C)(C(=O)OC)O)OC(=O)C)CC)OC)C(=O)OC.C(C(C(=O)O)O)(C(=O)O)O. Drug 2: CC12CCC3C(C1CCC2O)C(CC4=C3C=CC(=C4)O)CCCCCCCCCS(=O)CCCC(C(F)(F)F)(F)F. Cell line: SN12C. Synergy scores: CSS=37.5, Synergy_ZIP=0.231, Synergy_Bliss=0.409, Synergy_Loewe=-3.32, Synergy_HSA=2.05.